This data is from Catalyst prediction with 721,799 reactions and 888 catalyst types from USPTO. The task is: Predict which catalyst facilitates the given reaction. (1) Reactant: [F:1][C:2]1[CH:7]=[CH:6][C:5]([N:8]2[CH2:13][C:12]3[CH:14]=[N:15][C:16]([N:18](OC)[CH3:19])=[CH:17][C:11]=3[N:10]([CH3:22])[C:9]2=[O:23])=[CH:4][C:3]=1[N+:24]([O-])=O. Product: [NH2:24][C:3]1[CH:4]=[C:5]([N:8]2[CH2:13][C:12]3[CH:14]=[N:15][C:16]([NH:18][CH3:19])=[CH:17][C:11]=3[N:10]([CH3:22])[C:9]2=[O:23])[CH:6]=[CH:7][C:2]=1[F:1]. The catalyst class is: 19. (2) Reactant: [NH:1]1[C:5]2[CH:6]=[CH:7][CH:8]=[CH:9][C:4]=2[N:3]=[C:2]1[C:10]1[CH:11]=[C:12]([NH2:17])[CH:13]=[N:14][C:15]=1[Cl:16].[CH3:18][C:19]1[CH:27]=[C:26]([N:28]2[CH2:33][C@@H:32]([CH3:34])[O:31][C@@H:30]([CH3:35])[CH2:29]2)[CH:25]=[CH:24][C:20]=1[C:21](O)=[O:22].CCN=C=NCCCN(C)C. Product: [NH:1]1[C:5]2[CH:6]=[CH:7][CH:8]=[CH:9][C:4]=2[N:3]=[C:2]1[C:10]1[CH:11]=[C:12]([NH:17][C:21](=[O:22])[C:20]2[CH:24]=[CH:25][C:26]([N:28]3[CH2:29][C@@H:30]([CH3:35])[O:31][C@@H:32]([CH3:34])[CH2:33]3)=[CH:27][C:19]=2[CH3:18])[CH:13]=[N:14][C:15]=1[Cl:16]. The catalyst class is: 17. (3) Reactant: [Cl:1][C:2]1[CH:3]=[C:4]([C:9]2[C:17]([O:18][CH2:19][CH3:20])=[CH:16][C:12]([C:13](O)=[O:14])=[C:11]([F:21])[CH:10]=2)[CH:5]=[N:6][C:7]=1[F:8].[CH3:22][S:23]([NH2:26])(=[O:25])=[O:24].CCN=C=NCCCN(C)C.Cl. Product: [Cl:1][C:2]1[CH:3]=[C:4]([C:9]2[C:17]([O:18][CH2:19][CH3:20])=[CH:16][C:12]([C:13]([NH:26][S:23]([CH3:22])(=[O:25])=[O:24])=[O:14])=[C:11]([F:21])[CH:10]=2)[CH:5]=[N:6][C:7]=1[F:8]. The catalyst class is: 64. (4) Reactant: C([O:3][C:4](=[O:27])[CH2:5][CH:6]([C:21]1[CH:22]=[N:23][CH:24]=[N:25][CH:26]=1)[CH2:7][CH2:8][CH2:9][CH2:10][CH2:11][CH2:12][C:13]1[CH:18]=[CH:17][CH:16]=[C:15]([NH:19][CH3:20])[N:14]=1)C.[OH-].[Na+].Cl. Product: [CH3:20][NH:19][C:15]1[N:14]=[C:13]([CH2:12][CH2:11][CH2:10][CH2:9][CH2:8][CH2:7][CH:6]([C:21]2[CH:22]=[N:23][CH:24]=[N:25][CH:26]=2)[CH2:5][C:4]([OH:27])=[O:3])[CH:18]=[CH:17][CH:16]=1. The catalyst class is: 24. (5) Reactant: Cl[C:2]1[C:11]2[C:6](=[CH:7][C:8]([C:14]3[C:15]([CH3:20])=[N:16][O:17][C:18]=3[CH3:19])=[C:9]([O:12][CH3:13])[CH:10]=2)[N:5]=[CH:4][C:3]=1[C:21]([NH2:23])=[O:22].CCN(C(C)C)C(C)C.[O:33]1[CH2:38][CH2:37][CH:36]([CH2:39][NH2:40])[CH2:35][CH2:34]1. Product: [CH3:20][C:15]1[C:14]([C:8]2[CH:7]=[C:6]3[C:11]([C:2]([NH:40][CH2:39][CH:36]4[CH2:37][CH2:38][O:33][CH2:34][CH2:35]4)=[C:3]([C:21]([NH2:23])=[O:22])[CH:4]=[N:5]3)=[CH:10][C:9]=2[O:12][CH3:13])=[C:18]([CH3:19])[O:17][N:16]=1. The catalyst class is: 37. (6) Reactant: [F:1][C:2]1[CH:15]=[C:14]([C:16]2[CH:17]=[N:18][N:19]([CH3:21])[CH:20]=2)[CH:13]=[CH:12][C:3]=1[CH:4]=[N:5][S:6]([C:8]([CH3:11])([CH3:10])[CH3:9])=[O:7].[CH2:22](Cl)Cl.C[Mg]Br.C1COCC1. Product: [F:1][C:2]1[CH:15]=[C:14]([C:16]2[CH:17]=[N:18][N:19]([CH3:21])[CH:20]=2)[CH:13]=[CH:12][C:3]=1[CH:4]([NH:5][S:6]([C:8]([CH3:11])([CH3:10])[CH3:9])=[O:7])[CH3:22]. The catalyst class is: 170.